Dataset: Forward reaction prediction with 1.9M reactions from USPTO patents (1976-2016). Task: Predict the product of the given reaction. (1) Given the reactants [Cl:1][C:2]1[CH:7]=[C:6]([N+:8]([O-:10])=[O:9])[CH:5]=[CH:4][C:3]=1[C:11]1[O:12][C:13]2[C:18]([C:19](=[O:21])[CH:20]=1)=[C:17]([O:22]C)[CH:16]=[C:15]([O:24]C)[C:14]=2[C@@H:26]1[CH2:30][CH2:29][N:28]([CH3:31])[C@H:27]1[CH2:32][OH:33].Cl.N1C=CC=CC=1.N1C2C(=CC=CC=2)C=CC=1.C([O-])([O-])=O.[Na+].[Na+], predict the reaction product. The product is: [Cl:1][C:2]1[CH:7]=[C:6]([N+:8]([O-:10])=[O:9])[CH:5]=[CH:4][C:3]=1[C:11]1[O:12][C:13]2[C:18]([C:19](=[O:21])[CH:20]=1)=[C:17]([OH:22])[CH:16]=[C:15]([OH:24])[C:14]=2[C@@H:26]1[CH2:30][CH2:29][N:28]([CH3:31])[C@H:27]1[CH2:32][OH:33]. (2) Given the reactants Br[C:2]1[CH:10]=[C:9]([CH:11]([O:13][CH2:14][C:15]2([C:28]3[CH:33]=[CH:32][C:31]([F:34])=[CH:30][CH:29]=3)[CH2:20][CH2:19][N:18]([C:21]([O:23][C:24]([CH3:27])([CH3:26])[CH3:25])=[O:22])[CH2:17][CH2:16]2)[CH3:12])[C:8]2[C:4](=[CH:5][N:6]([CH2:35][O:36][CH2:37][CH2:38][Si:39]([CH3:42])([CH3:41])[CH3:40])[N:7]=2)[CH:3]=1.[CH:43]1(B(O)O)[CH2:45][CH2:44]1.[OH-].[K+], predict the reaction product. The product is: [CH:43]1([C:2]2[CH:10]=[C:9]([CH:11]([O:13][CH2:14][C:15]3([C:28]4[CH:33]=[CH:32][C:31]([F:34])=[CH:30][CH:29]=4)[CH2:16][CH2:17][N:18]([C:21]([O:23][C:24]([CH3:27])([CH3:26])[CH3:25])=[O:22])[CH2:19][CH2:20]3)[CH3:12])[C:8]3[C:4](=[CH:5][N:6]([CH2:35][O:36][CH2:37][CH2:38][Si:39]([CH3:41])([CH3:40])[CH3:42])[N:7]=3)[CH:3]=2)[CH2:45][CH2:44]1. (3) Given the reactants Cl[C:2]1[C:14]2[C:13]3[C:8](=[CH:9][CH:10]=[CH:11][CH:12]=3)[C@@:7]([C:16]([F:19])([F:18])[F:17])([OH:15])[C:6]=2[CH:5]=[C:4]([O:20][CH2:21][CH2:22][CH2:23][C:24]([OH:27])([CH3:26])[CH3:25])[CH:3]=1.[CH3:28][C:29]([N:36]1[CH:40]=[C:39](B2OC(C)(C)C(C)(C)O2)[CH:38]=[N:37]1)([CH3:35])[C:30]([O:32][CH2:33][CH3:34])=[O:31].P([O-])([O-])([O-])=O.[K+].[K+].[K+].COC1C=CC=C(OC)C=1C1C=CC=CC=1P(C1CCCCC1)C1CCCCC1, predict the reaction product. The product is: [OH:15][C@@:7]1([C:16]([F:19])([F:17])[F:18])[C:6]2[CH:5]=[C:4]([O:20][CH2:21][CH2:22][CH2:23][C:24]([OH:27])([CH3:26])[CH3:25])[CH:3]=[C:2]([C:39]3[CH:38]=[N:37][N:36]([C:29]([CH3:28])([CH3:35])[C:30]([O:32][CH2:33][CH3:34])=[O:31])[CH:40]=3)[C:14]=2[C:13]2[C:8]1=[CH:9][CH:10]=[CH:11][CH:12]=2. (4) Given the reactants [Br:1][C:2]1[CH:9]=[CH:8][C:5]([CH:6]=[O:7])=[C:4]([CH3:10])[CH:3]=1.C1(C)C=CC(S([CH2:20][N+:21]#[C-:22])(=O)=O)=CC=1.C(=O)([O-])[O-].[K+].[K+], predict the reaction product. The product is: [Br:1][C:2]1[CH:9]=[CH:8][C:5]([C:6]2[O:7][CH:22]=[N:21][CH:20]=2)=[C:4]([CH3:10])[CH:3]=1. (5) Given the reactants [C:1]([C:5]([NH:7][C:8]1[CH:13]=[CH:12][C:11]([C:14]2[CH:15]=[CH:16][C:17]3[N:18]([C:20]([C:23]4[CH:28]=[CH:27][CH:26]=[CH:25][C:24]=4[O:29][CH3:30])=[N:21][N:22]=3)[CH:19]=2)=[CH:10][CH:9]=1)=[O:6])([CH3:4])([CH3:3])[CH3:2].[H-].[Na+].I[CH3:34], predict the reaction product. The product is: [CH3:34][N:7]([C:5]([C:1]([CH3:4])([CH3:2])[CH3:3])=[O:6])[C:8]1[CH:9]=[CH:10][C:11]([C:14]2[CH:15]=[CH:16][C:17]3[N:18]([C:20]([C:23]4[CH:28]=[CH:27][CH:26]=[CH:25][C:24]=4[O:29][CH3:30])=[N:21][N:22]=3)[CH:19]=2)=[CH:12][CH:13]=1.